Dataset: M1 muscarinic receptor antagonist screen with 61,756 compounds. Task: Binary Classification. Given a drug SMILES string, predict its activity (active/inactive) in a high-throughput screening assay against a specified biological target. (1) The compound is O=C/1N(CCc2cc(OC)c(OC)cc2)C(=O)NC(=O)C1=C\NCCCN(CC)CC. The result is 0 (inactive). (2) The drug is O(CC(=O)NC1CCCC1)C(=O)CCCC(=O)Nc1ncccc1. The result is 0 (inactive). (3) The drug is O=C1N(C(=O)N(C(=O)/C1=C\Nc1c(OC)cccc1)C)C. The result is 0 (inactive). (4) The molecule is O(C(=O)C1CN(CCC1)Cc1cc2OCOc2cc1)CC. The result is 0 (inactive). (5) The drug is O=C(NCCc1c2c([nH]c1)cccc2)CCCCn1c(=O)c2c([nH]c1=O)cccc2. The result is 0 (inactive). (6) The drug is O1CCN(CCNC(=O)C2ON=C(C2)c2c(OC)ccc(OC)c2)CC1. The result is 0 (inactive). (7) The compound is o1nc(nc1c1c(c2ccccc2)cccc1)c1cc(OC)c(OC)cc1. The result is 0 (inactive).